From a dataset of NCI-60 drug combinations with 297,098 pairs across 59 cell lines. Regression. Given two drug SMILES strings and cell line genomic features, predict the synergy score measuring deviation from expected non-interaction effect. (1) Drug 1: C1CCC(C1)C(CC#N)N2C=C(C=N2)C3=C4C=CNC4=NC=N3. Drug 2: CC1=C(N=C(N=C1N)C(CC(=O)N)NCC(C(=O)N)N)C(=O)NC(C(C2=CN=CN2)OC3C(C(C(C(O3)CO)O)O)OC4C(C(C(C(O4)CO)O)OC(=O)N)O)C(=O)NC(C)C(C(C)C(=O)NC(C(C)O)C(=O)NCCC5=NC(=CS5)C6=NC(=CS6)C(=O)NCCC[S+](C)C)O. Cell line: SW-620. Synergy scores: CSS=2.87, Synergy_ZIP=-2.29, Synergy_Bliss=-6.92, Synergy_Loewe=-10.0, Synergy_HSA=-8.80. (2) Drug 1: CNC(=O)C1=NC=CC(=C1)OC2=CC=C(C=C2)NC(=O)NC3=CC(=C(C=C3)Cl)C(F)(F)F. Drug 2: B(C(CC(C)C)NC(=O)C(CC1=CC=CC=C1)NC(=O)C2=NC=CN=C2)(O)O. Cell line: SK-MEL-28. Synergy scores: CSS=42.7, Synergy_ZIP=3.94, Synergy_Bliss=1.44, Synergy_Loewe=-48.9, Synergy_HSA=-9.05. (3) Drug 1: CC1=C2C(C(=O)C3(C(CC4C(C3C(C(C2(C)C)(CC1OC(=O)C(C(C5=CC=CC=C5)NC(=O)OC(C)(C)C)O)O)OC(=O)C6=CC=CC=C6)(CO4)OC(=O)C)O)C)O. Drug 2: C1CNP(=O)(OC1)N(CCCl)CCCl. Cell line: OVCAR-4. Synergy scores: CSS=-2.39, Synergy_ZIP=-1.82, Synergy_Bliss=-6.08, Synergy_Loewe=-8.92, Synergy_HSA=-6.29.